Dataset: Forward reaction prediction with 1.9M reactions from USPTO patents (1976-2016). Task: Predict the product of the given reaction. (1) Given the reactants [OH:1][C:2]1[CH:7]=[CH:6][C:5]([S:8]([OH:11])(=[O:10])=[O:9])=[CH:4][CH:3]=1.[OH-].[Na+:13].Br[CH2:15][CH2:16][CH:17]1[CH2:21][CH2:20][CH2:19][CH2:18]1, predict the reaction product. The product is: [CH:17]1([CH2:16][CH2:15][O:1][C:2]2[CH:7]=[CH:6][C:5]([S:8]([O-:11])(=[O:9])=[O:10])=[CH:4][CH:3]=2)[CH2:21][CH2:20][CH2:19][CH2:18]1.[Na+:13]. (2) Given the reactants C(O)(C(F)(F)F)=O.[NH:8]1[C:12]2=[N:13][CH:14]=[CH:15][CH:16]=[C:11]2[C:10]([CH:17]2[CH2:22][CH2:21][N:20](C(OC(C)(C)C)=O)[CH2:19][CH2:18]2)=[CH:9]1, predict the reaction product. The product is: [NH:20]1[CH2:19][CH2:18][CH:17]([C:10]2[C:11]3[C:12](=[N:13][CH:14]=[CH:15][CH:16]=3)[NH:8][CH:9]=2)[CH2:22][CH2:21]1. (3) Given the reactants CO[C:3]([C:5]1[C:6]([OH:26])=[C:7]2[C:12](=[C:13]([C:15]#[N:16])[N:14]=1)[N:11]([CH2:17][C:18]1[CH:23]=[CH:22][CH:21]=[CH:20][CH:19]=1)[C:10](=[O:24])[C:9]([CH3:25])=[CH:8]2)=[O:4].[NH2:27][CH2:28][C:29]([OH:31])=[O:30].C[O-].[Na+], predict the reaction product. The product is: [CH2:17]([N:11]1[C:12]2[C:7](=[C:6]([OH:26])[C:5]([C:3]([NH:27][CH2:28][C:29]([OH:31])=[O:30])=[O:4])=[N:14][C:13]=2[C:15]#[N:16])[CH:8]=[C:9]([CH3:25])[C:10]1=[O:24])[C:18]1[CH:23]=[CH:22][CH:21]=[CH:20][CH:19]=1. (4) Given the reactants [CH3:1][O:2][C:3]([NH:5][C@H:6]([C:10]([OH:12])=[O:11])[CH:7]([CH3:9])C)=[O:4].[CH3:13][O:14][C@H](C)[C@@H](C(O)=O)N, predict the reaction product. The product is: [CH3:13][O:14][C@H:7]([CH3:9])[C@H:6]([NH:5][C:3]([O:2][CH3:1])=[O:4])[C:10]([OH:12])=[O:11]. (5) Given the reactants [C:1]([O:5][C:6]([NH:8][C:9]1[N:13]([CH:14]2[CH2:19][CH2:18][CH2:17][N:16]([C:20]([O:22][C:23]([CH3:26])([CH3:25])[CH3:24])=[O:21])[CH2:15]2)[N:12]=[C:11]([C:27]2[CH:32]=[CH:31][C:30]([O:33][C:34]3[CH:39]=[CH:38][CH:37]=[CH:36][CH:35]=3)=[CH:29][CH:28]=2)[C:10]=1[C:40]#[N:41])=[O:7])([CH3:4])([CH3:3])[CH3:2].[H-].[Na+].[CH3:44]I.O, predict the reaction product. The product is: [C:1]([O:5][C:6]([N:8]([CH3:44])[C:9]1[N:13]([CH:14]2[CH2:19][CH2:18][CH2:17][N:16]([C:20]([O:22][C:23]([CH3:26])([CH3:25])[CH3:24])=[O:21])[CH2:15]2)[N:12]=[C:11]([C:27]2[CH:32]=[CH:31][C:30]([O:33][C:34]3[CH:35]=[CH:36][CH:37]=[CH:38][CH:39]=3)=[CH:29][CH:28]=2)[C:10]=1[C:40]#[N:41])=[O:7])([CH3:2])([CH3:3])[CH3:4]. (6) Given the reactants [CH3:1][O:2][C:3]1[CH:32]=[CH:31][C:6]([CH2:7][N:8]2[CH2:12][CH2:11][C:10]3([CH2:17][CH2:16][N:15]([CH2:18][C@@H:19]4[C@@H:23]([C:24]5[CH:29]=[CH:28][CH:27]=[CH:26][CH:25]=5)[CH2:22][NH:21][CH2:20]4)[CH2:14][CH2:13]3)[C:9]2=[O:30])=[CH:5][CH:4]=1.[CH:33]1([CH2:36][CH2:37]C(O)=O)[CH2:35][CH2:34]1.CC(C)N=C=NC(C)C.CN(C=[O:54])C, predict the reaction product. The product is: [CH:33]1([CH2:36][C:37]([N:21]2[CH2:22][C@H:23]([C:24]3[CH:25]=[CH:26][CH:27]=[CH:28][CH:29]=3)[C@@H:19]([CH2:18][N:15]3[CH2:16][CH2:17][C:10]4([C:9](=[O:30])[N:8]([CH2:7][C:6]5[CH:5]=[CH:4][C:3]([O:2][CH3:1])=[CH:32][CH:31]=5)[CH2:12][CH2:11]4)[CH2:13][CH2:14]3)[CH2:20]2)=[O:54])[CH2:34][CH2:35]1. (7) Given the reactants [NH3:1].C[Al](C)C.C([O:8][C:9](=O)[CH2:10][C:11]([OH:22])([C:14]1[CH:19]=[CH:18][C:17]([Cl:20])=[C:16]([Cl:21])[CH:15]=1)[CH2:12][CH3:13])C.Cl, predict the reaction product. The product is: [OH:22][C:11]([C:14]1[CH:19]=[CH:18][C:17]([Cl:20])=[C:16]([Cl:21])[CH:15]=1)([CH2:12][CH3:13])[CH2:10][C:9]([NH2:1])=[O:8].